The task is: Predict the product of the given reaction.. This data is from Forward reaction prediction with 1.9M reactions from USPTO patents (1976-2016). (1) Given the reactants [NH2:1][C:2]1[CH:6]=[CH:5][S:4][C:3]=1[C:7]([O:9][CH3:10])=[O:8].C(Cl)Cl.[CH:14]1([CH:17]=O)[CH2:16][CH2:15]1.C(O[BH-](OC(=O)C)OC(=O)C)(=O)C.[Na+], predict the reaction product. The product is: [CH:14]1([CH2:17][NH:1][C:2]2[CH:6]=[CH:5][S:4][C:3]=2[C:7]([O:9][CH3:10])=[O:8])[CH2:16][CH2:15]1. (2) Given the reactants Cl[C:2]1[C:7]([C:8]([NH2:10])=[O:9])=[CH:6][N:5]=[C:4]([Cl:11])[CH:3]=1.[I:12][C:13]1[CH:14]=[C:15]([CH:18]=[CH:19][CH:20]=1)[CH2:16][NH2:17].CCN(C(C)C)C(C)C.O, predict the reaction product. The product is: [Cl:11][C:4]1[CH:3]=[C:2]([NH:17][CH2:16][C:15]2[CH:18]=[CH:19][CH:20]=[C:13]([I:12])[CH:14]=2)[C:7]([C:8]([NH2:10])=[O:9])=[CH:6][N:5]=1. (3) The product is: [F:29][C:2]1([CH2:8][C@H:9]2[CH2:13][O:12][C:11]([CH3:15])([CH3:14])[N:10]2[C:16]([O:18][C:19]([CH3:22])([CH3:21])[CH3:20])=[O:17])[CH2:7][CH2:6][CH2:5][CH2:4][CH2:3]1. Given the reactants O[C:2]1([CH2:8][C@H:9]2[CH2:13][O:12][C:11]([CH3:15])([CH3:14])[N:10]2[C:16]([O:18][C:19]([CH3:22])([CH3:21])[CH3:20])=[O:17])[CH2:7][CH2:6][CH2:5][CH2:4][CH2:3]1.CCN(S(F)(F)[F:29])CC.C1C=C(Cl)C=C(C(OO)=O)C=1, predict the reaction product.